Dataset: Reaction yield outcomes from USPTO patents with 853,638 reactions. Task: Predict the reaction yield, written as a fraction of the theoretical maximum amount of product (1.0 means a 100% yield; for example, 0.34 means a 34% yield). (1) The reactants are F[C:2]1[CH:7]=[CH:6][C:5]([N+:8]([O-:10])=[O:9])=[CH:4][CH:3]=1.[C:11]([O:15][C:16]([N:18]1[CH2:23][CH2:22][NH:21][CH2:20][CH2:19]1)=[O:17])([CH3:14])([CH3:13])[CH3:12].C(N(CC)C(C)C)(C)C.CCOCC. The catalyst is C(OCC)(=O)C. The product is [C:11]([O:15][C:16]([N:18]1[CH2:23][CH2:22][N:21]([C:2]2[CH:7]=[CH:6][C:5]([N+:8]([O-:10])=[O:9])=[CH:4][CH:3]=2)[CH2:20][CH2:19]1)=[O:17])([CH3:14])([CH3:12])[CH3:13]. The yield is 0.770. (2) The reactants are Cl.Br[C:3]1[CH:8]=[CH:7][N:6]=[CH:5][CH:4]=1.[OH-].[Na+].[F:11][C:12]1[CH:17]=[CH:16][CH:15]=[C:14]([F:18])[C:13]=1B(O)O.[F-].[K+].C(P(C(C)(C)C)C(C)(C)C)(C)(C)C. The catalyst is O1CCCC1.O.O1CCOCC1.ClCCl.C1C=CC(/C=C/C(/C=C/C2C=CC=CC=2)=O)=CC=1.C1C=CC(/C=C/C(/C=C/C2C=CC=CC=2)=O)=CC=1.C1C=CC(/C=C/C(/C=C/C2C=CC=CC=2)=O)=CC=1.[Pd].[Pd]. The product is [F:11][C:12]1[CH:17]=[CH:16][CH:15]=[C:14]([F:18])[C:13]=1[C:3]1[CH:8]=[CH:7][N:6]=[CH:5][CH:4]=1. The yield is 0.480. (3) The reactants are C(OC([N:8]1[CH2:13][CH2:12][N:11]([C:14]2[N:15]([CH2:29][CH3:30])[C:16]3[C:21]([C:22]=2[C:23]#[N:24])=[CH:20][CH:19]=[C:18]([C:25]([F:28])([F:27])[F:26])[CH:17]=3)[CH2:10][CH2:9]1)=O)(C)(C)C.C(O)(C(F)(F)F)=O. The catalyst is ClCCl. The product is [CH2:29]([N:15]1[C:16]2[C:21](=[CH:20][CH:19]=[C:18]([C:25]([F:27])([F:28])[F:26])[CH:17]=2)[C:22]([C:23]#[N:24])=[C:14]1[N:11]1[CH2:10][CH2:9][NH:8][CH2:13][CH2:12]1)[CH3:30]. The yield is 1.00.